From a dataset of Reaction yield outcomes from USPTO patents with 853,638 reactions. Predict the reaction yield, written as a fraction of the theoretical maximum amount of product (1.0 means a 100% yield; for example, 0.34 means a 34% yield). (1) The catalyst is CCOC(C)=O. The yield is 0.650. The product is [Cl:35][C:29]1[CH:30]=[CH:31][C:32]([Cl:34])=[CH:33][C:28]=1[C:27]([NH:26][CH2:25][C:24]([NH:23][C@H:18]([B:17]1[O:10][C:1](=[O:11])[C@@H:2]([C:4]2[CH:9]=[CH:8][CH:7]=[CH:6][CH:5]=2)[O:3]1)[CH2:19][CH:20]([CH3:22])[CH3:21])=[O:37])=[O:36]. The reactants are [C:1]([OH:11])(=[O:10])[C@@H:2]([C:4]1[CH:9]=[CH:8][CH:7]=[CH:6][CH:5]=1)[OH:3].O1[B:17]([C@@H:18]([NH:23][C:24](=[O:37])[CH2:25][NH:26][C:27](=[O:36])[C:28]2[CH:33]=[C:32]([Cl:34])[CH:31]=[CH:30][C:29]=2[Cl:35])[CH2:19][CH:20]([CH3:22])[CH3:21])O[B:17]([C@@H:18]([NH:23][C:24](=[O:37])[CH2:25][NH:26][C:27](=[O:36])[C:28]2[CH:33]=[C:32]([Cl:34])[CH:31]=[CH:30][C:29]=2[Cl:35])[CH2:19][CH:20]([CH3:22])[CH3:21])O[B:17]1[C@@H:18]([NH:23][C:24](=[O:37])[CH2:25][NH:26][C:27](=[O:36])[C:28]1[CH:33]=[C:32]([Cl:34])[CH:31]=[CH:30][C:29]=1[Cl:35])[CH2:19][CH:20]([CH3:22])[CH3:21]. (2) The reactants are [CH3:1][C:2]([CH3:22])([CH3:21])[CH2:3][NH:4][CH2:5][C:6]1[CH:7]=[N:8][CH:9]=[C:10](B2OC(C)(C)C(C)(C)O2)[CH:11]=1.Br[C:24]1[CH:25]=[C:26]2[C:30](=[C:31]([C:33]([NH2:35])=[O:34])[CH:32]=1)[NH:29][CH:28]=[C:27]2[CH:36]1[CH2:41][CH2:40][N:39]([S:42]([CH2:45][CH3:46])(=[O:44])=[O:43])[CH2:38][CH2:37]1.C(=O)([O-])[O-].[K+].[K+]. No catalyst specified. The product is [CH3:22][C:2]([CH3:1])([CH3:21])[CH2:3][NH:4][CH2:5][C:6]1[CH:11]=[C:10]([C:24]2[CH:25]=[C:26]3[C:30](=[C:31]([C:33]([NH2:35])=[O:34])[CH:32]=2)[NH:29][CH:28]=[C:27]3[CH:36]2[CH2:37][CH2:38][N:39]([S:42]([CH2:45][CH3:46])(=[O:43])=[O:44])[CH2:40][CH2:41]2)[CH:9]=[N:8][CH:7]=1. The yield is 0.340. (3) The reactants are [Cl:1][C:2]1[CH:18]=[C:17]([Cl:19])[CH:16]=[CH:15][C:3]=1[CH2:4][NH:5][C:6]([N:8]1[CH2:14][CH:13]2[CH:10]([CH2:11][NH:12]2)[CH2:9]1)=[O:7].[C:20](Cl)(=[O:27])[C:21]1[CH:26]=[CH:25][CH:24]=[CH:23][CH:22]=1. No catalyst specified. The product is [Cl:1][C:2]1[CH:18]=[C:17]([Cl:19])[CH:16]=[CH:15][C:3]=1[CH2:4][NH:5][C:6]([N:8]1[CH2:14][CH:13]2[CH:10]([CH2:11][N:12]2[C:20](=[O:27])[C:21]2[CH:26]=[CH:25][CH:24]=[CH:23][CH:22]=2)[CH2:9]1)=[O:7]. The yield is 0.840. (4) The reactants are [Br:1][C:2]1[CH:7]=[CH:6][CH:5]=[CH:4][C:3]=1[OH:8].C(=O)([O-])[O-].[Cs+].[Cs+].Cl[CH2:16][CH2:17][O:18][CH3:19]. The catalyst is CN(C=O)C.O. The product is [Br:1][C:2]1[CH:7]=[CH:6][CH:5]=[CH:4][C:3]=1[O:8][CH2:16][CH2:17][O:18][CH3:19]. The yield is 0.602. (5) The product is [CH:1]([C:4]1[CH:9]=[CH:8][C:7]([O:10][C:12]2[CH:17]=[CH:16][CH:15]=[CH:14][C:13]=2[N+:18]([O-:20])=[O:19])=[CH:6][CH:5]=1)([CH3:3])[CH3:2].[CH:21]([C:24]1[CH:37]=[CH:36][C:27]([O:28][C:29]2[CH:35]=[CH:34][CH:33]=[CH:32][C:30]=2[NH:31][C:7]([NH:38][C:39]2[S:40][CH:41]=[CH:42][N:43]=2)=[O:10])=[CH:26][CH:25]=1)([CH3:23])[CH3:22]. The yield is 0.750. The reactants are [CH:1]([C:4]1[CH:9]=[CH:8][C:7]([OH:10])=[CH:6][CH:5]=1)([CH3:3])[CH3:2].F[C:12]1[CH:17]=[CH:16][CH:15]=[CH:14][C:13]=1[N+:18]([O-:20])=[O:19].[CH:21]([C:24]1[CH:37]=[CH:36][C:27]([O:28][C:29]2[CH:35]=[CH:34][CH:33]=[CH:32][C:30]=2[NH2:31])=[CH:26][CH:25]=1)([CH3:23])[CH3:22].[NH2:38][C:39]1[S:40][CH:41]=[CH:42][N:43]=1. No catalyst specified. (6) The reactants are [CH2:1]([NH:3][C:4]1[CH:5]=[C:6]([C:10]2[CH:15]=[CH:14][C:13]([CH:16]=O)=[CH:12][CH:11]=2)[CH:7]=[CH:8][CH:9]=1)[CH3:2].[S:18]1[CH2:22][C:21](=[O:23])[NH:20][C:19]1=[O:24]. No catalyst specified. The product is [CH2:1]([NH:3][C:4]1[CH:5]=[C:6]([C:10]2[CH:11]=[CH:12][C:13]([CH:16]=[C:22]3[S:18][C:19](=[O:24])[NH:20][C:21]3=[O:23])=[CH:14][CH:15]=2)[CH:7]=[CH:8][CH:9]=1)[CH3:2]. The yield is 0.770. (7) The catalyst is CN1CCCC1=O. The product is [Cl:19][C:18]1[C:4]2[N:3]=[C:2]([NH:25][C:26]3[C:27]([CH3:33])=[N:28][N:29]([CH3:32])[C:30]=3[CH3:31])[N:6]([CH2:7][CH2:8][CH2:9][C:10]([O:12][CH2:13][CH3:14])=[O:11])[C:5]=2[C:15]([CH:20]([CH2:23][CH3:24])[CH2:21][CH3:22])=[CH:16][CH:17]=1. The yield is 0.740. The reactants are Cl[C:2]1[N:6]([CH2:7][CH2:8][CH2:9][C:10]([O:12][CH2:13][CH3:14])=[O:11])[C:5]2[C:15]([CH:20]([CH2:23][CH3:24])[CH2:21][CH3:22])=[CH:16][CH:17]=[C:18]([Cl:19])[C:4]=2[N:3]=1.[NH2:25][C:26]1[C:27]([CH3:33])=[N:28][N:29]([CH3:32])[C:30]=1[CH3:31].O.C1(C)C=CC(S(O)(=O)=O)=CC=1.C(=O)(O)[O-].[Na+].